This data is from hERG Central: cardiac toxicity at 1µM, 10µM, and general inhibition. The task is: Predict hERG channel inhibition at various concentrations. (1) The drug is CSc1nc(NCc2ccccc2)c2c3c(sc2n1)CN(C)CC3. Results: hERG_inhib (hERG inhibition (general)): blocker. (2) The drug is OCCC1CN(Cc2cccn2-c2ccccn2)CCN1Cc1ccccc1. Results: hERG_inhib (hERG inhibition (general)): blocker.